From a dataset of Reaction yield outcomes from USPTO patents with 853,638 reactions. Predict the reaction yield, written as a fraction of the theoretical maximum amount of product (1.0 means a 100% yield; for example, 0.34 means a 34% yield). The product is [CH2:41]([N:15]([CH2:14][C:13]([N:9]1[CH2:10][CH2:11][CH2:12][C@@H:8]1[C:6]([OH:7])=[O:5])=[O:48])[C:16]([N:18]([CH2:34][C:35]1[CH:40]=[CH:39][CH:38]=[CH:37][CH:36]=1)[CH2:19][C:20]([N:22]1[CH2:26][CH2:25][CH2:24][C@@H:23]1[C:27]([OH:29])=[O:28])=[O:21])=[O:17])[C:42]1[CH:43]=[CH:44][CH:45]=[CH:46][CH:47]=1. The yield is 0.410. The reactants are C([O:5][C:6]([C@H:8]1[CH2:12][CH2:11][CH2:10][N:9]1[C:13](=[O:48])[CH2:14][N:15]([CH2:41][C:42]1[CH:47]=[CH:46][CH:45]=[CH:44][CH:43]=1)[C:16]([N:18]([CH2:34][C:35]1[CH:40]=[CH:39][CH:38]=[CH:37][CH:36]=1)[CH2:19][C:20]([N:22]1[CH2:26][CH2:25][CH2:24][C@@H:23]1[C:27]([O:29]C(C)(C)C)=[O:28])=[O:21])=[O:17])=[O:7])(C)(C)C. The catalyst is Cl.O1CCOCC1.